This data is from Catalyst prediction with 721,799 reactions and 888 catalyst types from USPTO. The task is: Predict which catalyst facilitates the given reaction. (1) Reactant: [BrH:1].[Br:2][CH2:3][C:4]([C:6]1[CH:11]=[CH:10][CH:9]=[C:8]([NH:12][C:13]2[C:22]3[C:17](=[CH:18][C:19]([O:26][CH2:27][CH3:28])=[C:20]([O:23][CH2:24][CH3:25])[CH:21]=3)[N:16]=[CH:15][N:14]=2)[CH:7]=1)=O.[CH3:29][NH:30][C:31]([NH2:33])=[S:32]. Product: [BrH:2].[BrH:1].[CH2:24]([O:23][C:20]1[CH:21]=[C:22]2[C:17](=[CH:18][C:19]=1[O:26][CH2:27][CH3:28])[N:16]=[CH:15][N:14]=[C:13]2[NH:12][C:8]1[CH:9]=[CH:10][CH:11]=[C:6]([C:4]2[N:33]=[C:31]([NH:30][CH3:29])[S:32][CH:3]=2)[CH:7]=1)[CH3:25]. The catalyst class is: 8. (2) Reactant: [CH3:1][O:2][C:3]1[CH:8]=[CH:7][CH:6]=[CH:5][C:4]=1[O:9][CH3:10].[C:11](Cl)(=[O:14])[CH:12]=[CH2:13].[Cl-].[Al+3].[Cl-].[Cl-]. Product: [CH3:1][O:2][C:3]1[CH:8]=[C:7]([C:11](=[O:14])[CH:12]=[CH2:13])[CH:6]=[CH:5][C:4]=1[O:9][CH3:10]. The catalyst class is: 4. (3) Reactant: [Cl:1][C:2]1[CH:3]=[CH:4][C:5]([O:20][CH2:21][C:22]2[CH:27]=[CH:26][C:25]([F:28])=[CH:24][C:23]=2[F:29])=[C:6]([CH2:8][N:9]2[C:13]([CH3:14])=[CH:12][C:11]([C:15]3[NH:16][CH2:17][CH2:18][N:19]=3)=[N:10]2)[CH:7]=1.CC(OI1(OC(C)=O)(OC(C)=O)OC(=O)C2C=CC=CC1=2)=O. Product: [Cl:1][C:2]1[CH:3]=[CH:4][C:5]([O:20][CH2:21][C:22]2[CH:27]=[CH:26][C:25]([F:28])=[CH:24][C:23]=2[F:29])=[C:6]([CH2:8][N:9]2[C:13]([CH3:14])=[CH:12][C:11]([C:15]3[NH:19][CH:18]=[CH:17][N:16]=3)=[N:10]2)[CH:7]=1. The catalyst class is: 4. (4) Reactant: [H-].[Na+].[CH3:3][C:4]1[CH:9]=[C:8]([N+:10]([O-:12])=[O:11])[CH:7]=[C:6]([CH3:13])[C:5]=1[OH:14].[CH2:15]([N:22]1[C:30]2[C:29](Cl)=[N:28][C:27]([Cl:32])=[N:26][C:25]=2[CH:24]=[CH:23]1)[C:16]1[CH:21]=[CH:20][CH:19]=[CH:18][CH:17]=1. Product: [CH2:15]([N:22]1[C:30]2[C:29]([O:14][C:5]3[C:4]([CH3:3])=[CH:9][C:8]([N+:10]([O-:12])=[O:11])=[CH:7][C:6]=3[CH3:13])=[N:28][C:27]([Cl:32])=[N:26][C:25]=2[CH:24]=[CH:23]1)[C:16]1[CH:17]=[CH:18][CH:19]=[CH:20][CH:21]=1. The catalyst class is: 179.